Predict which catalyst facilitates the given reaction. From a dataset of Catalyst prediction with 721,799 reactions and 888 catalyst types from USPTO. (1) Reactant: [Cl:1][C:2]1[CH:3]=[CH:4][C:5]2[S:9][C:8](=[O:10])[NH:7][C:6]=2[CH:11]=1.C(=O)([O-])[O-].[K+].[K+].[CH2:18](I)[CH:19]=[CH2:20]. Product: [Cl:1][C:2]1[CH:3]=[CH:4][C:5]2[S:9][C:8](=[O:10])[N:7]([CH2:20][CH:19]=[CH2:18])[C:6]=2[CH:11]=1. The catalyst class is: 3. (2) Product: [ClH:40].[C:1]([N:4]1[C@@H:10]([CH3:11])[C@H:9]([NH2:12])[C:8](=[O:20])[N:7]([CH2:21][C:22]2[C:31]3[C:26](=[CH:27][CH:28]=[CH:29][CH:30]=3)[CH:25]=[CH:24][C:23]=2[O:32][CH3:33])[C:6]2[CH:34]=[CH:35][C:36]([C:38]#[N:39])=[CH:37][C:5]1=2)(=[O:3])[CH3:2]. Reactant: [C:1]([N:4]1[C@@H:10]([CH3:11])[C@H:9]([NH:12]C(=O)OC(C)(C)C)[C:8](=[O:20])[N:7]([CH2:21][C:22]2[C:31]3[C:26](=[CH:27][CH:28]=[CH:29][CH:30]=3)[CH:25]=[CH:24][C:23]=2[O:32][CH3:33])[C:6]2[CH:34]=[CH:35][C:36]([C:38]#[N:39])=[CH:37][C:5]1=2)(=[O:3])[CH3:2].[ClH:40]. The catalyst class is: 440. (3) Reactant: [C:1]([C:5]1[C:14]2[C:9](=[CH:10][CH:11]=[CH:12][CH:13]=2)[NH:8][C:7](=O)[CH:6]=1)([O:3][CH3:4])=[O:2].O=P(Cl)(Cl)[Cl:18]. Product: [Cl:18][C:7]1[CH:6]=[C:5]([C:1]([O:3][CH3:4])=[O:2])[C:14]2[C:9](=[CH:10][CH:11]=[CH:12][CH:13]=2)[N:8]=1. The catalyst class is: 11. (4) Product: [CH2:12]([CH:11]([CH2:28][CH2:29][CH2:8][CH2:3][CH2:2][CH3:1])[C:10]([OH:19])=[O:18])[CH2:13][CH2:14][CH2:15][CH2:16][CH2:17][CH2:22][CH3:23].[OH:9][CH2:8][CH:3]([CH2:6][OH:7])[OH:20].[OH:9][CH2:8][CH:3]([CH2:6][OH:7])[OH:18].[OH:9][CH2:8][CH:3]([CH2:6][OH:7])[OH:18].[OH:9][CH2:8][CH:3]([CH2:6][OH:7])[OH:18].[OH:9][CH2:8][CH:3]([CH2:6][OH:7])[OH:18].[OH:9][CH2:8][CH:3]([CH2:6][OH:7])[OH:18]. The catalyst class is: 16. Reactant: [CH3:1][CH2:2][C:3]([CH2:8][OH:9])([CH2:6][OH:7])CO.[C:10]([OH:19])(=[O:18])[CH2:11][CH2:12][CH2:13][CH2:14][CH2:15][CH2:16][CH3:17].[OH:20]N1C(=O)C[CH2:23][C:22]1=O.[CH3:28][CH:29](N=C=NC(C)C)C. (5) Reactant: [CH3:1][C:2]([CH3:18])([CH3:17])[C@@H:3]([OH:16])[CH2:4][C:5]1[O:6][C:7]([C:10]2[CH:15]=[CH:14][CH:13]=[CH:12][CH:11]=2)=[N:8][N:9]=1.[N:19]([C@@H:22]([CH2:27][CH2:28][CH2:29][CH3:30])[C:23]([O:25][CH3:26])=[O:24])=[C:20]=[O:21]. Product: [CH3:1][C:2]([CH3:18])([CH3:17])[C@@H:3]([O:16][C:20]([NH:19][C@@H:22]([CH2:27][CH2:28][CH2:29][CH3:30])[C:23]([O:25][CH3:26])=[O:24])=[O:21])[CH2:4][C:5]1[O:6][C:7]([C:10]2[CH:15]=[CH:14][CH:13]=[CH:12][CH:11]=2)=[N:8][N:9]=1. The catalyst class is: 11. (6) Reactant: [H-].[Na+].N[C:4]1[CH:9]=[CH:8][CH:7]=[CH:6][CH:5]=1.[CH3:10]C1CC(C)=C(C)C=1C.[CH:19]1[C:32]2[C:23](=[CH:24][C:25]3[C:30]([C:31]=2[Si:33](Cl)([CH3:35])[CH3:34])=[CH:29][CH:28]=[CH:27][CH:26]=3)[CH:22]=CC=1.C(=O)([O-])[O-].[Na+].[Na+].O1[CH2:47][CH2:46][CH2:45][CH2:44]1. Product: [CH:8]1[C:9]2[C:4](=[CH:44][C:45]3[C:28]([C:29]=2[C:30]2[C:31]([SiH:33]([CH3:34])[CH3:35])([CH3:10])[C:32]([CH3:19])=[C:23]([CH3:22])[C:25]=2[CH3:24])=[CH:27][CH:26]=[CH:47][CH:46]=3)[CH:5]=[CH:6][CH:7]=1. The catalyst class is: 11.